From a dataset of Forward reaction prediction with 1.9M reactions from USPTO patents (1976-2016). Predict the product of the given reaction. (1) Given the reactants C[O:2][C:3](=[O:24])[C:4]1[CH:9]=[C:8]([C:10]2[S:11][CH:12]=[C:13]([C:15]3[CH:20]=[CH:19][C:18]([Cl:21])=[C:17]([Cl:22])[CH:16]=3)[N:14]=2)[CH:7]=[CH:6][C:5]=1Br.[Cl:25][C:26]1[CH:31]=[CH:30][C:29]([CH3:32])=[C:28]([F:33])[C:27]=1B(O)O, predict the reaction product. The product is: [Cl:25][C:26]1[CH:31]=[CH:30][C:29]([CH3:32])=[C:28]([F:33])[C:27]=1[C:5]1[C:4]([C:3]([OH:2])=[O:24])=[CH:9][C:8]([C:10]2[S:11][CH:12]=[C:13]([C:15]3[CH:20]=[CH:19][C:18]([Cl:21])=[C:17]([Cl:22])[CH:16]=3)[N:14]=2)=[CH:7][CH:6]=1. (2) Given the reactants [C:1]1([S:7]([C:10]2[CH:11]=[C:12]3[C:17](=[CH:18][CH:19]=2)[CH:16]([O:20][CH2:21][C:22]([NH:24][CH3:25])=O)[CH2:15][CH2:14][CH2:13]3)(=[O:9])=[O:8])[CH:6]=[CH:5][CH:4]=[CH:3][CH:2]=1.B.[ClH:27], predict the reaction product. The product is: [ClH:27].[C:1]1([S:7]([C:10]2[CH:11]=[C:12]3[C:17](=[CH:18][CH:19]=2)[CH:16]([O:20][CH2:21][CH2:22][NH:24][CH3:25])[CH2:15][CH2:14][CH2:13]3)(=[O:8])=[O:9])[CH:2]=[CH:3][CH:4]=[CH:5][CH:6]=1. (3) The product is: [Br:8][C:4]1[N:3]=[C:2]([CH:21]([C:19]2[CH:18]=[CH:17][CH:16]=[C:15]([Br:14])[N:20]=2)[OH:22])[CH:7]=[CH:6][CH:5]=1. Given the reactants Br[C:2]1[CH:7]=[CH:6][CH:5]=[C:4]([Br:8])[N:3]=1.[Li]CCCC.[Br:14][C:15]1[N:20]=[C:19]([CH:21]=[O:22])[CH:18]=[CH:17][CH:16]=1, predict the reaction product. (4) Given the reactants [Cl:1][C:2]1[CH:10]=[CH:9][C:8]2[NH:7][C:6]3[CH2:11][CH2:12][N:13]([CH:15]4[CH2:19][CH2:18][CH:17]([OH:20])[CH2:16]4)[CH2:14][C:5]=3[C:4]=2[CH:3]=1.[F:21][C:22]([F:32])([F:31])[C:23]1[CH:28]=[CH:27][C:26]([CH:29]=[CH2:30])=[CH:25][N:24]=1.[OH-].[K+], predict the reaction product. The product is: [Cl:1][C:2]1[CH:10]=[CH:9][C:8]2[N:7]([CH2:30][CH2:29][C:26]3[CH:25]=[N:24][C:23]([C:22]([F:32])([F:21])[F:31])=[CH:28][CH:27]=3)[C:6]3[CH2:11][CH2:12][N:13]([CH:15]4[CH2:19][CH2:18][CH:17]([OH:20])[CH2:16]4)[CH2:14][C:5]=3[C:4]=2[CH:3]=1. (5) Given the reactants [NH2:1][C:2]1[CH:9]=[C:8]([O:10][CH3:11])[C:7]([O:12][CH2:13][CH2:14][O:15][CH2:16][CH2:17][O:18][CH3:19])=[CH:6][C:3]=1[CH:4]=O.[C:20](OC)(=[O:26])[CH2:21][C:22]([O:24][CH3:25])=[O:23].N1CCCCC1.C(O)(=O)C, predict the reaction product. The product is: [CH3:25][O:24][C:22]([C:21]1[C:20](=[O:26])[NH:1][C:2]2[C:3]([CH:4]=1)=[CH:6][C:7]([O:12][CH2:13][CH2:14][O:15][CH2:16][CH2:17][O:18][CH3:19])=[C:8]([O:10][CH3:11])[CH:9]=2)=[O:23]. (6) Given the reactants [NH:1]1[CH2:6][CH2:5][O:4][CH2:3][CH2:2]1.Cl[C:8]1[C:13]([Cl:14])=[CH:12][C:11]([N+:15]([O-:17])=[O:16])=[CH:10][N:9]=1, predict the reaction product. The product is: [Cl:14][C:13]1[C:8]([N:1]2[CH2:6][CH2:5][O:4][CH2:3][CH2:2]2)=[N:9][CH:10]=[C:11]([N+:15]([O-:17])=[O:16])[CH:12]=1. (7) Given the reactants [CH2:1]([O:4][N:5]=[C:6]1[CH2:10][N:9]([C:11]([O:13]C(C)(C)C)=O)[C@H:8]([C:18]([OH:20])=O)[CH2:7]1)[CH:2]=[CH2:3].[CH2:21]([N:23]1[C:35]2[CH:34]=[CH:33][C:32]([NH2:36])=[CH:31][C:30]=2[C:29]2[C:24]1=[CH:25][CH:26]=[CH:27][CH:28]=2)[CH3:22], predict the reaction product. The product is: [CH2:1]([O:4][N:5]=[C:6]1[CH2:10][N:9]([C:11]([C:33]2[CH:32]=[CH:31][C:30]([C:29]3[CH:24]=[CH:25][CH:26]=[CH:27][CH:28]=3)=[CH:35][CH:34]=2)=[O:13])[C@H:8]([C:18]([NH:36][C:32]2[CH:33]=[CH:34][C:35]3[N:23]([CH2:21][CH3:22])[C:24]4[C:29]([C:30]=3[CH:31]=2)=[CH:28][CH:27]=[CH:26][CH:25]=4)=[O:20])[CH2:7]1)[CH:2]=[CH2:3]. (8) Given the reactants [NH2:1][CH2:2][CH:3]([OH:10])[CH2:4][CH2:5][C:6]([F:9])([F:8])[F:7].C(=O)([O-])[O-].[Cs+].[Cs+].Br[CH2:18][C:19]1[C:20]([Cl:26])=[N:21][C:22]([Cl:25])=[CH:23][CH:24]=1, predict the reaction product. The product is: [Cl:26][C:20]1[C:19]([CH2:18][NH:1][CH2:2][CH:3]([OH:10])[CH2:4][CH2:5][C:6]([F:9])([F:8])[F:7])=[CH:24][CH:23]=[C:22]([Cl:25])[N:21]=1.